Predict the product of the given reaction. From a dataset of Forward reaction prediction with 1.9M reactions from USPTO patents (1976-2016). (1) Given the reactants [C:1]([O:5][C:6]([C@H:8]([CH2:18][CH2:19][O:20][CH3:21])[CH2:9][C:10]1([C:15]([OH:17])=[O:16])[CH2:14][CH2:13][CH2:12][CH2:11]1)=[O:7])([CH3:4])([CH3:3])[CH3:2].C(=O)([O-])[O-].[Cs+].[Cs+].[CH2:28](Br)[C:29]1[CH:34]=[CH:33][CH:32]=[CH:31][CH:30]=1, predict the reaction product. The product is: [CH2:28]([O:16][C:15]([C:10]1([CH2:9][C@H:8]([C:6]([O:5][C:1]([CH3:2])([CH3:4])[CH3:3])=[O:7])[CH2:18][CH2:19][O:20][CH3:21])[CH2:14][CH2:13][CH2:12][CH2:11]1)=[O:17])[C:29]1[CH:34]=[CH:33][CH:32]=[CH:31][CH:30]=1. (2) Given the reactants Cl.[OH:2][CH2:3][CH2:4][NH:5][C:6]1[N:7]=[C:8]([O:39][CH3:40])[C:9]2[C:14]([C:15]3[CH:20]=[CH:19][CH:18]=[CH:17][CH:16]=3)=[C:13]([C:21]3[CH:26]=[CH:25][C:24]([C:27]4([NH:31]C(=O)OC(C)(C)C)[CH2:30][CH2:29][CH2:28]4)=[CH:23][CH:22]=3)[O:12][C:10]=2[N:11]=1, predict the reaction product. The product is: [NH2:31][C:27]1([C:24]2[CH:25]=[CH:26][C:21]([C:13]3[O:12][C:10]4[N:11]=[C:6]([NH:5][CH2:4][CH2:3][OH:2])[N:7]=[C:8]([O:39][CH3:40])[C:9]=4[C:14]=3[C:15]3[CH:16]=[CH:17][CH:18]=[CH:19][CH:20]=3)=[CH:22][CH:23]=2)[CH2:28][CH2:29][CH2:30]1. (3) Given the reactants [CH3:1][C:2]1([CH3:14])[O:6][B:5]([C:7]2[CH:8]=[N:9][NH:10][CH:11]=2)[O:4][C:3]1([CH3:13])[CH3:12].C(N(CC)CC)C.[CH2:22]([S:24](Cl)(=[O:26])=[O:25])[CH3:23], predict the reaction product. The product is: [CH2:22]([S:24]([N:9]1[CH:8]=[C:7]([B:5]2[O:6][C:2]([CH3:14])([CH3:1])[C:3]([CH3:13])([CH3:12])[O:4]2)[CH:11]=[N:10]1)(=[O:26])=[O:25])[CH3:23]. (4) Given the reactants [C:1]([NH:4][C@:5]1([C@@H:60]([CH2:62][CH3:63])[CH3:61])[CH2:9][CH2:8][N:7]([C@@H:10]([CH2:51][CH2:52][C:53]2[CH:58]=[CH:57][CH:56]=[CH:55][CH:54]=2)[C:11]([NH:13][C@@H:14]([CH2:42][C:43]2[CH:48]=[C:47]([F:49])[CH:46]=[C:45]([F:50])[CH:44]=2)[C@@H:15]([C@H:17]2[CH2:21][C@H:20]([O:22][C:23]3[CH:28]=[CH:27][CH:26]=[CH:25][N:24]=3)[CH2:19][N:18]2C(C2C=CC=CC=2)C2C=CC=CC=2)[OH:16])=[O:12])[C:6]1=[O:59])(=[O:3])[CH3:2].C(N[C@]1([C@@H](CC)C)CCN([C@@H](CCC2C=CC=CC=2)C(N[C@@H](CC2C=C(F)C=C(F)C=2)[C@@H]([C@H]2C[C@@H](OC3C=CC=CN=3)CN2C(C2C=CC=CC=2)C2C=CC=CC=2)O)=O)C1=O)(=O)C.C(N[C@]1([C@@H](CC)C)CCN([C@@H](CCC2C=CC=CC=2)C(O)=O)C1=O)(=O)C.CN(C(ON1N=NC2C=CC=NC1=2)=[N+](C)C)C.F[P-](F)(F)(F)(F)F.N[C@@H](CC1C=C(F)C=C(F)C=1)[C@@H]([C@H]1C[C@H](OC2C=CC=CN=2)CN1C(C1C=CC=CC=1)C1C=CC=CC=1)O.CN1CCOCC1, predict the reaction product. The product is: [C:1]([NH:4][C@:5]1([C@@H:60]([CH2:62][CH3:63])[CH3:61])[CH2:9][CH2:8][N:7]([C@@H:10]([CH2:51][CH2:52][C:53]2[CH:54]=[CH:55][CH:56]=[CH:57][CH:58]=2)[C:11]([NH:13][C@@H:14]([CH2:42][C:43]2[CH:48]=[C:47]([F:49])[CH:46]=[C:45]([F:50])[CH:44]=2)[C@H:15]([OH:16])[C@H:17]2[CH2:21][C@@H:20]([O:22][C:23]3[CH:28]=[CH:27][CH:26]=[CH:25][N:24]=3)[CH2:19][NH:18]2)=[O:12])[C:6]1=[O:59])(=[O:3])[CH3:2]. (5) The product is: [CH:22]1([C:20]([N:17]2[CH2:18][CH2:19][CH:15]([CH2:14][N:9]3[C:10]([CH3:13])=[CH:11][N:12]=[C:8]3[C:5]3[CH:6]=[CH:7][C:2]([C:29]4[CH:30]=[CH:31][C:26]([CH3:25])=[CH:27][CH:28]=4)=[CH:3][CH:4]=3)[CH2:16]2)=[O:21])[CH2:24][CH2:23]1. Given the reactants Br[C:2]1[CH:7]=[CH:6][C:5]([C:8]2[N:9]([CH2:14][CH:15]3[CH2:19][CH2:18][N:17]([C:20]([CH:22]4[CH2:24][CH2:23]4)=[O:21])[CH2:16]3)[C:10]([CH3:13])=[CH:11][N:12]=2)=[CH:4][CH:3]=1.[CH3:25][C:26]1[CH:31]=[CH:30][C:29](B(O)O)=[CH:28][CH:27]=1.C([O-])([O-])=O.[K+].[K+], predict the reaction product. (6) Given the reactants F[C:2]1[CH:7]=[CH:6][C:5]([N+:8]([O-:10])=[O:9])=[CH:4][C:3]=1[C:11]([F:14])([F:13])[F:12].[OH:15][CH:16]1[CH2:21][CH2:20][N:19]([C:22]([O:24][C:25]([CH3:28])([CH3:27])[CH3:26])=[O:23])[CH2:18][CH2:17]1.C([O-])([O-])=O.[Cs+].[Cs+].O, predict the reaction product. The product is: [N+:8]([C:5]1[CH:6]=[CH:7][C:2]([O:15][CH:16]2[CH2:17][CH2:18][N:19]([C:22]([O:24][C:25]([CH3:28])([CH3:27])[CH3:26])=[O:23])[CH2:20][CH2:21]2)=[C:3]([C:11]([F:14])([F:13])[F:12])[CH:4]=1)([O-:10])=[O:9]. (7) Given the reactants [OH:1][C:2]1[CH:3]=[C:4]2[C:9](=[CH:10][CH:11]=1)[N:8]=[C:7]([CH2:12][CH:13]([CH3:15])[CH3:14])[C:6]([CH2:16][NH:17][C:18](=[O:24])[O:19][C:20]([CH3:23])([CH3:22])[CH3:21])=[C:5]2[C:25]1[CH:30]=[CH:29][C:28]([CH3:31])=[CH:27][CH:26]=1.Br[CH2:33][C:34]#[N:35].C(=O)([O-])[O-].[K+].[K+].CN(C)C=O, predict the reaction product. The product is: [C:34]([CH2:33][O:1][C:2]1[CH:3]=[C:4]2[C:9](=[CH:10][CH:11]=1)[N:8]=[C:7]([CH2:12][CH:13]([CH3:15])[CH3:14])[C:6]([CH2:16][NH:17][C:18](=[O:24])[O:19][C:20]([CH3:23])([CH3:21])[CH3:22])=[C:5]2[C:25]1[CH:26]=[CH:27][C:28]([CH3:31])=[CH:29][CH:30]=1)#[N:35]. (8) Given the reactants [CH:1]1([CH2:7]Br)[CH2:6][CH2:5][CH2:4][CH2:3][CH2:2]1.[NH2:9][C:10]1[S:11][CH:12]=[CH:13][N:14]=1.N1C2C(=CC=CC=2)C=C1.[NH:24]1[C:32]2[C:27](=[CH:28][CH:29]=[CH:30][CH:31]=2)[C:26]([C:33]([O:35]C)=O)=[CH:25]1, predict the reaction product. The product is: [S:11]1[CH:12]=[CH:13][N:14]=[C:10]1[NH:9][C:33]([C:26]1[C:27]2[C:32](=[CH:31][CH:30]=[CH:29][CH:28]=2)[N:24]([CH2:7][CH:1]2[CH2:6][CH2:5][CH2:4][CH2:3][CH2:2]2)[CH:25]=1)=[O:35]. (9) Given the reactants [C:1]([C:4]1[CH:5]=[C:6]2[C:10](=[CH:11][CH:12]=1)[N:9]([CH3:13])[C:8]1[N:14]([CH3:27])[C:15](=[O:26])[C:16]([C:18]3[CH:23]=[CH:22][C:21]([Cl:24])=[CH:20][C:19]=3[F:25])=[CH:17][C:7]2=1)(=[O:3])[CH3:2].CC(O[CH:33](N(C)C)[N:34]([CH3:36])[CH3:35])(C)C, predict the reaction product. The product is: [Cl:24][C:21]1[CH:22]=[CH:23][C:18]([C:16]2[C:15](=[O:26])[N:14]([CH3:27])[C:8]3[N:9]([CH3:13])[C:10]4[C:6]([C:7]=3[CH:17]=2)=[CH:5][C:4]([C:1](=[O:3])[CH:2]=[CH:33][N:34]([CH3:36])[CH3:35])=[CH:12][CH:11]=4)=[C:19]([F:25])[CH:20]=1.